The task is: Predict the reaction yield, written as a fraction of the theoretical maximum amount of product (1.0 means a 100% yield; for example, 0.34 means a 34% yield).. This data is from Reaction yield outcomes from USPTO patents with 853,638 reactions. (1) The reactants are I[C:2]1[N:3]=[C:4]([NH2:20])[C:5]2[N:6]=[CH:7][N:8]([C:18]=2[N:19]=1)[C@@H:9]1[O:17][C@H:14]([CH2:15][OH:16])[C@@H:12]([OH:13])[C@H:10]1[OH:11].[F:21][C:22]([F:37])([F:36])[C:23]1[CH:24]=[C:25](B(O)O)[CH:26]=[C:27]([C:29]([F:32])([F:31])[F:30])[CH:28]=1.C(=O)([O-])[O-].[Cs+].[Cs+]. The catalyst is C1(C)C=CC=CC=1.C(O)C.C1C=CC([P]([Pd]([P](C2C=CC=CC=2)(C2C=CC=CC=2)C2C=CC=CC=2)([P](C2C=CC=CC=2)(C2C=CC=CC=2)C2C=CC=CC=2)[P](C2C=CC=CC=2)(C2C=CC=CC=2)C2C=CC=CC=2)(C2C=CC=CC=2)C2C=CC=CC=2)=CC=1. The product is [NH2:20][C:4]1[N:3]=[C:2]([C:25]2[CH:26]=[C:27]([C:29]([F:32])([F:30])[F:31])[CH:28]=[C:23]([C:22]([F:21])([F:37])[F:36])[CH:24]=2)[N:19]=[C:18]2[C:5]=1[N:6]=[CH:7][N:8]2[C@H:9]1[C@H:10]([OH:11])[C@H:12]([OH:13])[C@@H:14]([CH2:15][OH:16])[O:17]1. The yield is 0.300. (2) The yield is 0.190. The reactants are C1C=C(Cl)C=C(C(OO)=[O:9])C=1.[Cl:12][C:13]1[CH:14]=[C:15]2[C:20](=[CH:21][CH:22]=1)[C:19](=[O:23])[N:18]([C:24]1[CH:25]=[N:26][CH:27]=[C:28]([S:30][CH3:31])[CH:29]=1)[CH2:17][CH2:16]2.[OH-].[Na+]. The product is [Cl:12][C:13]1[CH:14]=[C:15]2[C:20](=[CH:21][CH:22]=1)[C:19](=[O:23])[N:18]([C:24]1[CH:25]=[N:26][CH:27]=[C:28]([S:30]([CH3:31])=[O:9])[CH:29]=1)[CH2:17][CH2:16]2. The catalyst is C(Cl)Cl. (3) The reactants are [CH:1]1([CH2:7][N:8](C)[C:9](=O)OC(C)(C)C)[CH2:6][CH2:5][CH2:4][CH2:3][CH2:2]1.[ClH:17].C(OCC)(=O)C. The catalyst is C(OCC)(=O)C. The product is [ClH:17].[CH:1]1([CH2:7][NH:8][CH3:9])[CH2:6][CH2:5][CH2:4][CH2:3][CH2:2]1. The yield is 1.00. (4) The reactants are [Br:1][C:2]1[CH:6]=[N:5][N:4]([CH3:7])[C:3]=1[C:8]1[CH:9]=[C:10]([NH2:16])[CH:11]=[CH:12][C:13]=1[O:14][CH3:15].[Cl:17][C:18]1[CH:23]=[CH:22][C:21]([N:24]=[C:25]=[O:26])=[CH:20][C:19]=1[C:27]([F:30])([F:29])[F:28]. The catalyst is C(Cl)Cl. The product is [Br:1][C:2]1[CH:6]=[N:5][N:4]([CH3:7])[C:3]=1[C:8]1[CH:9]=[C:10]([NH:16][C:25]([NH:24][C:21]2[CH:22]=[CH:23][C:18]([Cl:17])=[C:19]([C:27]([F:29])([F:28])[F:30])[CH:20]=2)=[O:26])[CH:11]=[CH:12][C:13]=1[O:14][CH3:15]. The yield is 0.810. (5) The reactants are [CH3:1][O:2][C:3]1[CH:11]=C2[C:6]([C:7](=[N:13][N:14]=CC3(C)CC(C)(C(O)=O)CN3)C(=O)N2)=[CH:5][CH:4]=1.Cl.C(N=C=NCCCN(C)C)C.[OH:38][C:39]1C2N=NNC=2[CH:42]=[CH:41][CH:40]=1.C([N:50]([CH2:53][CH3:54])[CH2:51][CH3:52])C.[NH2:55][C:56]1[CH:61]=[CH:60][CH:59]=[CH:58][C:57]=1[NH:62][C:63](=[O:74])[C:64]1[CH:69]=[CH:68][C:67]([NH:70][CH2:71][CH2:72][NH2:73])=[N:66][CH:65]=1.[CH3:75][N:76]([CH:78]=[O:79])C. The catalyst is [Cl-].[Na+].O. The product is [NH2:55][C:56]1[CH:61]=[CH:60][CH:59]=[CH:58][C:57]=1[NH:62][C:63](=[O:74])[C:64]1[CH:69]=[CH:68][C:67]([NH:70][CH2:71][CH2:72][NH:73][C:39]([C:40]2[C:41]([CH3:42])=[C:53]([CH:54]=[N:14][N:13]=[C:7]3[C:6]4[C:75](=[CH:11][C:3]([O:2][CH3:1])=[CH:4][CH:5]=4)[NH:76][C:78]3=[O:79])[NH:50][C:51]=2[CH3:52])=[O:38])=[N:66][CH:65]=1. The yield is 0.670.